This data is from Full USPTO retrosynthesis dataset with 1.9M reactions from patents (1976-2016). The task is: Predict the reactants needed to synthesize the given product. Given the product [CH3:1][Si:2]([CH3:13])([CH3:12])[C:3]1[CH:8]=[CH:7][C:6]([C:15]2[C:24]3[C:19](=[CH:20][CH:21]=[CH:22][CH:23]=3)[CH:18]=[CH:17][N:16]=2)=[CH:5][CH:4]=1, predict the reactants needed to synthesize it. The reactants are: [CH3:1][Si:2]([CH3:13])([CH3:12])[C:3]1[CH:8]=[CH:7][C:6](B(O)O)=[CH:5][CH:4]=1.Cl[C:15]1[C:24]2[C:19](=[CH:20][CH:21]=[CH:22][CH:23]=2)[CH:18]=[CH:17][N:16]=1.C(=O)([O-])[O-].[Cs+].[Cs+].C(P(C(C)(C)C)C[Si](C)(C)C)(C)(C)C.